Predict the reactants needed to synthesize the given product. From a dataset of Full USPTO retrosynthesis dataset with 1.9M reactions from patents (1976-2016). (1) Given the product [Cl:1][C:2]1[C:16]([N+:17]([O-:19])=[O:18])=[CH:15][CH:14]=[CH:13][C:3]=1[CH2:4][N:5]1[CH2:6][C@H:7]([CH3:12])[N:8]([C:32]([CH:27]2[CH2:31][CH2:30][CH2:29][CH2:28]2)=[O:33])[C@H:9]([CH3:11])[CH2:10]1, predict the reactants needed to synthesize it. The reactants are: [Cl:1][C:2]1[C:16]([N+:17]([O-:19])=[O:18])=[CH:15][CH:14]=[CH:13][C:3]=1[CH2:4][N:5]1[CH2:10][C@H:9]([CH3:11])[NH:8][C@H:7]([CH3:12])[CH2:6]1.CCN(CC)CC.[CH:27]1([C:32](Cl)=[O:33])[CH2:31][CH2:30][CH2:29][CH2:28]1. (2) Given the product [CH3:23][O:24][C:25]1[N:30]=[C:29]([O:31][CH3:32])[C:28]([C:2]2[C:3]3[CH2:16][CH2:15][N:14]([C:17]4[CH:22]=[CH:21][N:20]=[CH:19][CH:18]=4)[C:4]=3[N:5]=[C:6]([N:8]3[CH2:13][CH2:12][O:11][CH2:10][CH2:9]3)[N:7]=2)=[CH:27][N:26]=1, predict the reactants needed to synthesize it. The reactants are: Cl[C:2]1[C:3]2[CH2:16][CH2:15][N:14]([C:17]3[CH:22]=[CH:21][N:20]=[CH:19][CH:18]=3)[C:4]=2[N:5]=[C:6]([N:8]2[CH2:13][CH2:12][O:11][CH2:10][CH2:9]2)[N:7]=1.[CH3:23][O:24][C:25]1[N:30]=[C:29]([O:31][CH3:32])[C:28](B2OC(C)(C)C(C)(C)O2)=[CH:27][N:26]=1.COC1C=CC=C(OC)C=1C1C=CC=CC=1P(C1CCCCC1)C1CCCCC1.P([O-])([O-])([O-])=O.[K+].[K+].[K+]. (3) The reactants are: [NH2:1][C:2]1[CH:12]=[CH:11][C:5]([C:6]([O:8][CH2:9][CH3:10])=[O:7])=[CH:4][CH:3]=1.[N:13]1[C:22]2[C:17](=[CH:18][CH:19]=[CH:20][C:21]=2[S:23](Cl)(=[O:25])=[O:24])[CH:16]=[CH:15][CH:14]=1. Given the product [N:13]1[C:22]2[C:17](=[CH:18][CH:19]=[CH:20][C:21]=2[S:23]([NH:1][C:2]2[CH:3]=[CH:4][C:5]([C:6]([O:8][CH2:9][CH3:10])=[O:7])=[CH:11][CH:12]=2)(=[O:25])=[O:24])[CH:16]=[CH:15][CH:14]=1, predict the reactants needed to synthesize it. (4) Given the product [OH:1][B:2]1[CH2:7][CH2:6][CH2:5][CH:4]([CH2:8][C:9]([O:11][C:12]([CH3:15])([CH3:14])[CH3:13])=[O:10])[O:3]1, predict the reactants needed to synthesize it. The reactants are: [OH:1][B:2]1[CH2:7][CH:6]=[CH:5][CH:4]([CH2:8][C:9]([O:11][C:12]([CH3:15])([CH3:14])[CH3:13])=[O:10])[O:3]1. (5) The reactants are: [CH3:1][C:2]1[CH:11]=[CH:10][C:9]2[C:4](=[CH:5][CH:6]=[CH:7][C:8]=2[O:12][CH2:13][CH2:14][N:15]2[CH2:20][CH2:19][NH:18][CH2:17][CH2:16]2)[N:3]=1.[C:21]([NH:24][C:25]1[CH:26]=[C:27]([CH:30]=[CH:31][CH:32]=1)[CH:28]=O)(=[O:23])[CH3:22].C(O[BH-](OC(=O)C)OC(=O)C)(=O)C.[Na+].C([O-])(O)=O.[Na+]. Given the product [CH3:1][C:2]1[CH:11]=[CH:10][C:9]2[C:4](=[CH:5][CH:6]=[CH:7][C:8]=2[O:12][CH2:13][CH2:14][N:15]2[CH2:20][CH2:19][N:18]([CH2:28][C:27]3[CH:26]=[C:25]([NH:24][C:21](=[O:23])[CH3:22])[CH:32]=[CH:31][CH:30]=3)[CH2:17][CH2:16]2)[N:3]=1, predict the reactants needed to synthesize it. (6) The reactants are: [CH2:1]=[CH:2][CH2:3][CH2:4][CH2:5][CH2:6][CH2:7]CC.[C:10]1([CH:16]([CH3:19])[CH:17]=[CH2:18])[CH:15]=[CH:14][CH:13]=[CH:12][CH:11]=1. Given the product [C:10]1([CH:16]([CH:17]=[CH:18][CH2:1][CH2:2][CH2:3][CH2:4][CH2:5][CH2:6][CH3:7])[CH3:19])[CH:15]=[CH:14][CH:13]=[CH:12][CH:11]=1, predict the reactants needed to synthesize it.